From a dataset of Reaction yield outcomes from USPTO patents with 853,638 reactions. Predict the reaction yield, written as a fraction of the theoretical maximum amount of product (1.0 means a 100% yield; for example, 0.34 means a 34% yield). (1) The reactants are C(OC([N:8]1[CH2:12][CH2:11][CH2:10][C@H:9]1[CH2:13][O:14][C:15]1[CH:20]=[CH:19][C:18]([CH2:21][C:22]2[CH:27]=[CH:26][CH:25]=[CH:24][CH:23]=2)=[CH:17][N:16]=1)=O)(C)(C)C.[ClH:28]. The catalyst is C(OCC)C. The product is [ClH:28].[CH2:21]([C:18]1[CH:19]=[CH:20][C:15]([O:14][CH2:13][C@@H:9]2[CH2:10][CH2:11][CH2:12][NH:8]2)=[N:16][CH:17]=1)[C:22]1[CH:23]=[CH:24][CH:25]=[CH:26][CH:27]=1. The yield is 0.970. (2) The reactants are CC([O-:5])(C)C.[K+].[C:7]1([CH:13]([C:15]([CH:17]2[CH2:22][CH2:21][CH2:20][CH2:19][CH2:18]2)=O)[CH3:14])[CH:12]=[CH:11][CH:10]=[CH:9][CH:8]=1.[CH2:23](Br)[CH:24]=[CH2:25]. The catalyst is C1COCC1. The product is [C:7]1([C:13]2([CH3:14])[CH2:15][CH:17]([C:22](=[O:5])[CH:21]=[CH:20][CH2:19][CH3:18])[CH2:25][CH2:24][CH2:23]2)[CH:8]=[CH:9][CH:10]=[CH:11][CH:12]=1. The yield is 0.916.